Predict the product of the given reaction. From a dataset of Forward reaction prediction with 1.9M reactions from USPTO patents (1976-2016). (1) Given the reactants [CH2:1]([O:8][CH2:9][C@@H:10]([OH:12])[CH3:11])[C:2]1[CH:7]=[CH:6][CH:5]=[CH:4][CH:3]=1.[H-].[Na+].[CH3:15]I.[Cl-].[NH4+], predict the reaction product. The product is: [CH3:15][O:12][C@@H:10]([CH3:11])[CH2:9][O:8][CH2:1][C:2]1[CH:7]=[CH:6][CH:5]=[CH:4][CH:3]=1. (2) Given the reactants [Br:1][C:2]1[CH:10]=[C:9]([F:11])[C:8]([F:12])=[CH:7][C:3]=1[C:4]([OH:6])=[O:5].[N+](=[CH2:15])=[N-], predict the reaction product. The product is: [Br:1][C:2]1[CH:10]=[C:9]([F:11])[C:8]([F:12])=[CH:7][C:3]=1[C:4]([O:6][CH3:15])=[O:5]. (3) Given the reactants [NH2:1][C:2]1[N:11]=[C:10]([C:12]([N:14]2[CH2:22][C:21]3[C:16](=[CH:17][CH:18]=[CH:19][CH:20]=3)[CH2:15]2)=[O:13])[C:9]2[C:4](=[CH:5][CH:6]=[C:7]([C:23]3[CH:30]=[C:29]([F:31])[CH:28]=[CH:27][C:24]=3C=O)[CH:8]=2)[N:3]=1.[CH2:32]([NH:34][CH2:35][CH2:36][OH:37])[CH3:33].[C:38](O)(=O)C.C(O[BH-](OC(=O)C)OC(=O)C)(=O)C.[Na+], predict the reaction product. The product is: [NH2:1][C:2]1[N:11]=[C:10]([C:12]([N:14]2[CH2:22][C:21]3[C:16](=[CH:17][CH:18]=[CH:19][CH:20]=3)[CH2:15]2)=[O:13])[C:9]2[C:4](=[CH:5][CH:6]=[C:7]([C:23]3[CH:30]=[C:29]([F:31])[CH:28]=[CH:27][C:24]=3[CH2:38][N:34]([CH2:32][CH3:33])[CH2:35][CH2:36][OH:37])[CH:8]=2)[N:3]=1. (4) Given the reactants [CH3:1][N:2]1[CH2:29][CH2:28][CH2:27][C@:3]1([CH3:30])[C:4]([NH:6][C@H:7]([C:11]([N:13]([C@@H:15]([C@@H:23]([CH3:26])[CH2:24][CH3:25])[C@H:16]([O:21][CH3:22])[CH2:17][C:18]([OH:20])=[O:19])[CH3:14])=[O:12])[CH:8]([CH3:10])[CH3:9])=[O:5].N1C=CC=CC=1.FC(F)(F)C(O[C:42]1[C:47]([F:48])=[C:46]([F:49])[C:45]([F:50])=[C:44]([F:51])[C:43]=1[F:52])=O, predict the reaction product. The product is: [CH3:1][N:2]1[CH2:29][CH2:28][CH2:27][C@:3]1([CH3:30])[C:4]([NH:6][C@H:7]([C:11]([N:13]([C@@H:15]([C@@H:23]([CH3:26])[CH2:24][CH3:25])[C@H:16]([O:21][CH3:22])[CH2:17][C:18](=[O:20])[O:19][C:42]1[C:43]([F:52])=[C:44]([F:51])[C:45]([F:50])=[C:46]([F:49])[C:47]=1[F:48])[CH3:14])=[O:12])[CH:8]([CH3:10])[CH3:9])=[O:5]. (5) The product is: [CH3:4][C:2]([O:5][C:6]([N:8]1[CH2:13][CH2:12][N:11]([S:14]([NH:17][C:25]2[CH:30]=[C:29]([O:31][CH2:32][CH3:33])[N:28]=[C:27]([S:34][CH2:35][C:36]3[CH:41]=[CH:40][CH:39]=[C:38]([F:42])[C:37]=3[F:43])[N:26]=2)(=[O:16])=[O:15])[CH2:10][CH2:9]1)=[O:7])([CH3:1])[CH3:3]. Given the reactants [CH3:1][C:2]([O:5][C:6]([N:8]1[CH2:13][CH2:12][N:11]([S:14]([NH2:17])(=[O:16])=[O:15])[CH2:10][CH2:9]1)=[O:7])([CH3:4])[CH3:3].C(=O)([O-])[O-].[Cs+].[Cs+].Cl[C:25]1[CH:30]=[C:29]([O:31][CH2:32][CH3:33])[N:28]=[C:27]([S:34][CH2:35][C:36]2[CH:41]=[CH:40][CH:39]=[C:38]([F:42])[C:37]=2[F:43])[N:26]=1, predict the reaction product. (6) Given the reactants [Br:1][C:2]1[CH:3]=[C:4]2[C:8](=[CH:9][CH:10]=1)[NH:7][CH:6]=[CH:5]2.[H-].[Na+].[CH2:13](Br)[C:14]1[CH:19]=[CH:18][CH:17]=[CH:16][CH:15]=1.Cl, predict the reaction product. The product is: [CH2:13]([N:7]1[C:8]2[C:4](=[CH:3][C:2]([Br:1])=[CH:10][CH:9]=2)[CH:5]=[CH:6]1)[C:14]1[CH:19]=[CH:18][CH:17]=[CH:16][CH:15]=1. (7) The product is: [CH3:36][N:34]1[CH2:33][CH2:32][C:29]2[NH:30][C:31]3[C:23]([C:2]#[C:1][C:3]4[CH:8]=[CH:7][N:6]=[CH:5][CH:4]=4)=[CH:24][CH:25]=[CH:26][C:27]=3[C:28]=2[CH2:35]1. Given the reactants [C:1]([C:3]1[CH:8]=[CH:7][N:6]=[CH:5][CH:4]=1)#[CH:2].Cl.[O-]S([O-])(=O)=O.[Mg+2].CC(C)([O-])C.[Na+].Br[C:23]1[C:31]2[NH:30][C:29]3[CH2:32][CH2:33][N:34]([CH3:36])[CH2:35][C:28]=3[C:27]=2[CH:26]=[CH:25][CH:24]=1.C(N(CC)CC)C, predict the reaction product. (8) Given the reactants [Cl-].[Al+3].[Cl-].[Cl-].[N-:5]=[N+:6]=[N-:7].[Na+].[CH2:9]([O:11][C:12]1[CH:17]=[CH:16][CH:15]=[C:14]([N:18]=[C:19]=[O:20])[C:13]=1[CH3:21])[CH3:10].N([O-])=O.[Na+].Cl, predict the reaction product. The product is: [CH3:21][C:13]1[C:12]([O:11][CH2:9][CH3:10])=[CH:17][CH:16]=[CH:15][C:14]=1[N:18]1[C:19](=[O:20])[NH:7][N:6]=[N:5]1. (9) The product is: [Cl:8][C:9]1[C:17]([CH3:18])=[N:16][C:15]2[N:11]([N:12]=[C:13]3[CH2:21][N:20]([C:22]([C:24]4[CH:29]=[CH:28][C:27]([F:30])=[CH:26][C:25]=4[O:31][C@@H:32]4[CH2:36][CH2:35][N:34]([CH3:1])[CH2:33]4)=[O:23])[CH2:19][C:14]3=2)[C:10]=1[CH3:37]. Given the reactants [C:1](O)(C(F)(F)F)=O.[Cl:8][C:9]1[C:17]([CH3:18])=[N:16][C:15]2[N:11]([N:12]=[C:13]3[CH2:21][N:20]([C:22]([C:24]4[CH:29]=[CH:28][C:27]([F:30])=[CH:26][C:25]=4[O:31][C@@H:32]4[CH2:36][CH2:35][NH:34][CH2:33]4)=[O:23])[CH2:19][C:14]3=2)[C:10]=1[CH3:37].C=O.[BH4-].[Na+], predict the reaction product.